This data is from Full USPTO retrosynthesis dataset with 1.9M reactions from patents (1976-2016). The task is: Predict the reactants needed to synthesize the given product. (1) Given the product [CH2:1]([O:3][C:4](=[O:18])[CH2:5][CH2:6][C:7]([C:10]1[CH:15]=[CH:14][CH:13]=[C:12]([O:16][CH3:17])[CH:11]=1)([CH3:8])[CH3:9])[CH3:2], predict the reactants needed to synthesize it. The reactants are: [CH2:1]([O:3][C:4](=[O:18])/[CH:5]=[CH:6]/[C:7]([C:10]1[CH:15]=[CH:14][CH:13]=[C:12]([O:16][CH3:17])[CH:11]=1)([CH3:9])[CH3:8])[CH3:2]. (2) Given the product [OH:35][C:34]1[CH:36]=[CH:37][CH:38]=[CH:39][C:33]=1[CH:32]=[C:5]1[C:4](=[O:7])[N:3]([C:8]2[C:17]3[C:12](=[CH:13][CH:14]=[CH:15][CH:16]=3)[C:11]([C:18]#[N:19])=[CH:10][CH:9]=2)[C:2](=[O:1])[NH:6]1, predict the reactants needed to synthesize it. The reactants are: [O:1]=[C:2]1[NH:6][CH2:5][C:4](=[O:7])[N:3]1[C:8]1[C:17]2[C:12](=[CH:13][CH:14]=[CH:15][CH:16]=2)[C:11]([C:18]#[N:19])=[CH:10][CH:9]=1.N[C@H](C(O)=O)C.C([O-])([O-])=O.[Na+].[Na+].[CH:32](=O)[C:33]1[C:34](=[CH:36][CH:37]=[CH:38][CH:39]=1)[OH:35]. (3) Given the product [Cl:1][C:2]1[CH:3]=[CH:4][CH:5]=[C:6]2[C:10]=1[NH:9][CH:8]=[C:7]2[CH:11]1[CH2:16][CH2:15][NH:14][CH2:13][CH2:12]1, predict the reactants needed to synthesize it. The reactants are: [Cl:1][C:2]1[CH:3]=[CH:4][CH:5]=[C:6]2[C:10]=1[NH:9][CH:8]=[C:7]2[CH:11]1[CH2:16][CH2:15][N:14](C(OC(C)(C)C)=O)[CH2:13][CH2:12]1.C(N(C(C)C)CC)(C)C. (4) Given the product [CH3:39][O:38][C:36](=[O:37])[C:35]1[CH:40]=[CH:41][C:32]([O:30][C:27]2[CH:26]=[CH:25][C:24]([C:21]3[CH:22]=[CH:23][C:18](/[CH:17]=[CH:16]/[C:11]4[N:12]([CH2:14][CH3:15])[CH:13]=[C:9]([C:3]5[CH:4]=[CH:5][C:6]([Cl:8])=[CH:7][C:2]=5[Cl:1])[N:10]=4)=[CH:19][CH:20]=3)=[CH:29][CH:28]=2)=[CH:33][C:34]=1[C:42]([F:43])([F:45])[F:44], predict the reactants needed to synthesize it. The reactants are: [Cl:1][C:2]1[CH:7]=[C:6]([Cl:8])[CH:5]=[CH:4][C:3]=1[C:9]1[N:10]=[C:11](/[CH:16]=[CH:17]/[C:18]2[CH:23]=[CH:22][C:21]([C:24]3[CH:29]=[CH:28][C:27]([OH:30])=[CH:26][CH:25]=3)=[CH:20][CH:19]=2)[N:12]([CH2:14][CH3:15])[CH:13]=1.F[C:32]1[CH:41]=[CH:40][C:35]([C:36]([O:38][CH3:39])=[O:37])=[C:34]([C:42]([F:45])([F:44])[F:43])[CH:33]=1.